This data is from Ames mutagenicity test results for genotoxicity prediction. The task is: Regression/Classification. Given a drug SMILES string, predict its toxicity properties. Task type varies by dataset: regression for continuous values (e.g., LD50, hERG inhibition percentage) or binary classification for toxic/non-toxic outcomes (e.g., AMES mutagenicity, cardiotoxicity, hepatotoxicity). Dataset: ames. The compound is Fc1cc2cccnc2c2ccccc12. The result is 1 (mutagenic).